Dataset: Reaction yield outcomes from USPTO patents with 853,638 reactions. Task: Predict the reaction yield, written as a fraction of the theoretical maximum amount of product (1.0 means a 100% yield; for example, 0.34 means a 34% yield). (1) The reactants are Br[C:2]1[CH:3]=[CH:4][C:5]2[N:6]([C:8]([C:11]([N:13]3[CH2:18][CH2:17][CH:16]([C:19]4[CH:24]=[CH:23][CH:22]=[C:21]([F:25])[C:20]=4[Cl:26])[CH2:15][CH2:14]3)=[O:12])=[N:9][N:10]=2)[CH:7]=1.[CH3:27][N:28](C=O)C. The catalyst is O.[C-]#N.[Zn+2].[C-]#N.C1C=CC([P]([Pd]([P](C2C=CC=CC=2)(C2C=CC=CC=2)C2C=CC=CC=2)([P](C2C=CC=CC=2)(C2C=CC=CC=2)C2C=CC=CC=2)[P](C2C=CC=CC=2)(C2C=CC=CC=2)C2C=CC=CC=2)(C2C=CC=CC=2)C2C=CC=CC=2)=CC=1. The product is [Cl:26][C:20]1[C:21]([F:25])=[CH:22][CH:23]=[CH:24][C:19]=1[CH:16]1[CH2:17][CH2:18][N:13]([C:11]([C:8]2[N:6]3[CH:7]=[C:2]([C:27]#[N:28])[CH:3]=[CH:4][C:5]3=[N:10][N:9]=2)=[O:12])[CH2:14][CH2:15]1. The yield is 0.550. (2) The reactants are [C:1]([CH:5]1[CH2:10][CH2:9][CH:8]([O:11][C:12]2[CH:13]=[C:14]3[C:19](=[CH:20][CH:21]=2)[CH:18]=[C:17]([CH2:22][N:23]2[CH2:28][CH2:27][C:26](CC)([C:29]([OH:31])=[O:30])[CH2:25][CH2:24]2)[CH:16]=[CH:15]3)[CH2:7][CH2:6]1)([CH3:4])([CH3:3])[CH3:2].[CH3:34]C1C(C(O)=O)CCNC1.C(C1CCC(OC2C=C3C(=CC=2)C=C(C=O)C=C3)CC1)(C)(C)C.C(O)(=O)C.CO.C([BH3-])#N.[Na+]. No catalyst specified. The product is [C:1]([CH:5]1[CH2:6][CH2:7][CH:8]([O:11][C:12]2[CH:13]=[C:14]3[C:19](=[CH:20][CH:21]=2)[CH:18]=[C:17]([CH2:22][N:23]2[CH2:24][CH2:25][CH:26]([C:29]([OH:31])=[O:30])[CH:27]([CH3:34])[CH2:28]2)[CH:16]=[CH:15]3)[CH2:9][CH2:10]1)([CH3:3])([CH3:2])[CH3:4]. The yield is 0.0200.